Predict the product of the given reaction. From a dataset of Forward reaction prediction with 1.9M reactions from USPTO patents (1976-2016). (1) Given the reactants [N:1]1[N:2]=[C:3]([C:10]2[CH:19]=[CH:18][C:17]3[C:12](=[C:13]([O:20][C@H:21]4[CH2:26][CH2:25][N:24]([C:27]([O:29][C:30]([CH3:33])([CH3:32])[CH3:31])=[O:28])[C@H:23]([C:34](O)=[O:35])[CH2:22]4)[CH:14]=[CH:15][CH:16]=3)[N:11]=2)[N:4]2[CH:9]=[CH:8][CH:7]=[CH:6][C:5]=12.C[CH2:38][N:39]=[C:40]=NCCCN(C)C.C1C=CC2N(O)N=NC=2C=1.C(N(CC)CC)C.CNC, predict the reaction product. The product is: [N:1]1[N:2]=[C:3]([C:10]2[CH:19]=[CH:18][C:17]3[C:12](=[C:13]([O:20][C@H:21]4[CH2:26][CH2:25][N:24]([C:27]([O:29][C:30]([CH3:33])([CH3:31])[CH3:32])=[O:28])[C@H:23]([C:34](=[O:35])[N:39]([CH3:40])[CH3:38])[CH2:22]4)[CH:14]=[CH:15][CH:16]=3)[N:11]=2)[N:4]2[CH:9]=[CH:8][CH:7]=[CH:6][C:5]=12. (2) The product is: [CH3:1][O:2][C:3](=[O:42])[CH2:4][N:5]1[CH2:10][C:9]([CH3:12])([CH3:11])[N:8]([CH2:13][C:14]2[CH:19]=[C:18]([C:20]3[CH:25]=[CH:24][C:23]([OH:26])=[CH:22][CH:21]=3)[N:17]=[C:16]3[NH:30][N:31]=[C:32]([CH3:33])[C:15]=23)[CH2:7][C:6]1([CH3:41])[CH3:40]. Given the reactants [CH3:1][O:2][C:3](=[O:42])[CH2:4][N:5]1[CH2:10][C:9]([CH3:12])([CH3:11])[N:8]([CH2:13][C:14]2[CH:19]=[C:18]([C:20]3[CH:25]=[CH:24][C:23]([O:26]COC)=[CH:22][CH:21]=3)[N:17]=[C:16]3[N:30](C4CCCCO4)[N:31]=[C:32]([CH3:33])[C:15]=23)[CH2:7][C:6]1([CH3:41])[CH3:40].Cl, predict the reaction product.